From a dataset of Catalyst prediction with 721,799 reactions and 888 catalyst types from USPTO. Predict which catalyst facilitates the given reaction. (1) Reactant: C1(P(C2C=CC=CC=2)C2C=CC=CC=2)C=CC=CC=1.CC(OC(/N=N/C(OC(C)C)=O)=O)C.[OH:34][CH2:35][C:36]1[CH:37]=[C:38]([S:42][C:43]2[CH:44]=[N:45][CH:46]=[C:47]([CH:50]=2)[C:48]#[N:49])[CH:39]=[CH:40][CH:41]=1.[OH:51][C:52]1[C:57]([CH3:58])=[C:56](O)[CH:55]=[CH:54][C:53]=1[C:60](=[O:62])[CH3:61]. Product: [C:60]([C:53]1[CH:54]=[CH:55][C:56]([O:34][CH2:35][C:36]2[CH:37]=[C:38]([S:42][C:43]3[CH:44]=[N:45][CH:46]=[C:47]([CH:50]=3)[C:48]#[N:49])[CH:39]=[CH:40][CH:41]=2)=[C:57]([CH3:58])[C:52]=1[OH:51])(=[O:62])[CH3:61]. The catalyst class is: 1. (2) Product: [Cl:1][C:2]1[CH:10]=[CH:9][C:5]([C:6]([Cl:22])=[O:7])=[CH:4][C:3]=1[N+:11]([O-:13])=[O:12]. The catalyst class is: 4. Reactant: [Cl:1][C:2]1[CH:10]=[CH:9][C:5]([C:6](O)=[O:7])=[CH:4][C:3]=1[N+:11]([O-:13])=[O:12].CN(C=O)C.C(Cl)(=O)C([Cl:22])=O. (3) The catalyst class is: 1. Reactant: [CH2:1]([OH:8])[C:2]1[CH:7]=[CH:6][CH:5]=[CH:4][CH:3]=1.[H-].[Na+].Cl[C:12]1[CH:17]=[C:16]([Cl:18])[CH:15]=[CH:14][N:13]=1. Product: [CH2:1]([O:8][C:12]1[CH:17]=[C:16]([Cl:18])[CH:15]=[CH:14][N:13]=1)[C:2]1[CH:7]=[CH:6][CH:5]=[CH:4][CH:3]=1. (4) Reactant: Cl.[NH2:2][C@H:3]([NH:5][C:6](=[O:33])[C:7]1[CH:12]=[CH:11][C:10](/[CH:13]=[CH:14]/[CH:15]([C:20]2[CH:25]=[C:24]([Cl:26])[C:23]([Cl:27])=[C:22]([Cl:28])[CH:21]=2)[C:16]([F:19])([F:18])[F:17])=[CH:9][C:8]=1[C:29]([F:32])([F:31])[F:30])[CH3:4].[F:34][C:35]([F:41])([F:40])[CH2:36][C:37](Cl)=[O:38].CN1CCOCC1. Product: [F:18][C:16]([F:19])([F:17])[CH:15]([C:20]1[CH:25]=[C:24]([Cl:26])[C:23]([Cl:27])=[C:22]([Cl:28])[CH:21]=1)/[CH:14]=[CH:13]/[C:10]1[CH:11]=[CH:12][C:7]([C:6]([NH:5][C@@H:3]([NH:2][C:37](=[O:38])[CH2:36][C:35]([F:41])([F:40])[F:34])[CH3:4])=[O:33])=[C:8]([C:29]([F:32])([F:31])[F:30])[CH:9]=1. The catalyst class is: 26. (5) Reactant: Cl.[Cl:2][C:3]1[CH:4]=[CH:5][C:6]2[N:7]([C:9]([CH2:19]Cl)=[C:10]([C:12]3[CH:17]=[CH:16][C:15]([F:18])=[CH:14][CH:13]=3)[N:11]=2)[CH:8]=1.[NH2:21][C:22]1[N:27]=[C:26]([CH:28]2[CH2:32][CH2:31][CH2:30][N:29]2[C:33]([O:35][C:36]([CH3:39])([CH3:38])[CH3:37])=[O:34])[CH:25]=[CH:24][N:23]=1.C(=O)([O-])[O-].[K+].[K+]. Product: [Cl:2][C:3]1[CH:4]=[CH:5][C:6]2[N:7]([C:9]([CH2:19][NH:21][C:22]3[N:27]=[C:26]([CH:28]4[CH2:32][CH2:31][CH2:30][N:29]4[C:33]([O:35][C:36]([CH3:39])([CH3:38])[CH3:37])=[O:34])[CH:25]=[CH:24][N:23]=3)=[C:10]([C:12]3[CH:17]=[CH:16][C:15]([F:18])=[CH:14][CH:13]=3)[N:11]=2)[CH:8]=1. The catalyst class is: 115. (6) Reactant: Br[CH2:2][CH2:3][CH2:4][CH2:5][CH2:6][CH2:7][CH2:8][CH2:9][CH2:10][CH3:11].C1COCC1.[CH3:17][C:18]1[CH:23]=[C:22]([CH3:24])[CH:21]=[C:20]([CH3:25])[C:19]=1[Mg]Br. Product: [CH2:2]([C:19]1[C:20]([CH3:25])=[CH:21][C:22]([CH3:24])=[CH:23][C:18]=1[CH3:17])[CH2:3][CH2:4][CH2:5][CH2:6][CH2:7][CH2:8][CH2:9][CH2:10][CH3:11]. The catalyst class is: 81. (7) Reactant: [H-].[Na+].[CH3:3][S:4][C:5]1[N:10]=[C:9]([C:11]2[C:19]3[C:14](=[CH:15][CH:16]=[CH:17][CH:18]=3)[NH:13][N:12]=2)[CH:8]=[CH:7][N:6]=1.[CH3:20]I.O. Product: [CH3:20][N:13]1[C:14]2[C:19](=[CH:18][CH:17]=[CH:16][CH:15]=2)[C:11]([C:9]2[CH:8]=[CH:7][N:6]=[C:5]([S:4][CH3:3])[N:10]=2)=[N:12]1. The catalyst class is: 37. (8) Reactant: [CH3:1][CH:2]([CH3:18])[CH2:3][C:4]([NH:6][C:7]1[C:12]([C:13]([O:15]CC)=O)=[CH:11][N:10]=[CH:9][CH:8]=1)=[O:5].C[Si]([N-][Si](C)(C)C)(C)C.[K+]. Product: [OH:15][C:13]1[C:12]2[C:7](=[CH:8][CH:9]=[N:10][CH:11]=2)[NH:6][C:4](=[O:5])[C:3]=1[CH:2]([CH3:1])[CH3:18]. The catalyst class is: 1.